Dataset: HIV replication inhibition screening data with 41,000+ compounds from the AIDS Antiviral Screen. Task: Binary Classification. Given a drug SMILES string, predict its activity (active/inactive) in a high-throughput screening assay against a specified biological target. (1) The compound is CCN(CC)C1=Nc2ccccc2-n2ccnc2C1. The result is 0 (inactive). (2) The compound is CN1C(=O)C(Br)SC1=S. The result is 0 (inactive). (3) The molecule is N#CC(=Cc1cccc(F)c1)C(=O)c1ccccc1. The result is 0 (inactive). (4) The compound is COC(=O)c1sc(C(=O)OC)c2c1CS(=O)C2. The result is 0 (inactive). (5) The molecule is CN(C)c1nc(N(C)C)nc(N(C)C)n1. The result is 0 (inactive). (6) The molecule is CCC(C)(O)c1cn(-c2cccc(S(=O)(=O)O)c2)nn1. The result is 0 (inactive).